This data is from Forward reaction prediction with 1.9M reactions from USPTO patents (1976-2016). The task is: Predict the product of the given reaction. (1) Given the reactants [F:1][C:2]1[CH:7]=[C:6]([CH2:8][OH:9])[CH:5]=[CH:4][N:3]=1.[S:10](Cl)([CH3:13])(=[O:12])=[O:11], predict the reaction product. The product is: [F:1][C:2]1[CH:7]=[C:6]([CH2:8][O:9][S:10]([CH3:13])(=[O:12])=[O:11])[CH:5]=[CH:4][N:3]=1. (2) Given the reactants [Br-].[CH2:2]([O:4][C:5](=[O:26])[CH2:6][P+](C1C=CC=CC=1)(C1C=CC=CC=1)C1C=CC=CC=1)[CH3:3].[N:27]1[C:36]2[C:31](=[CH:32][CH:33]=[CH:34][CH:35]=2)[CH:30]=[CH:29][C:28]=1[CH:37]=O, predict the reaction product. The product is: [CH2:2]([O:4][C:5](=[O:26])/[CH:6]=[CH:37]/[C:28]1[CH:29]=[CH:30][C:31]2[C:36](=[CH:35][CH:34]=[CH:33][CH:32]=2)[N:27]=1)[CH3:3]. (3) Given the reactants [CH2:1]([CH:3]([CH2:16][CH2:17][CH2:18][CH3:19])[CH2:4][O:5][N:6]=[C:7]([C:12]([O:14]C)=[O:13])[C:8]([O:10]C)=[O:9])[CH3:2].[OH-].[Na+].[N+]([O-])(O)=O.[N+]([O-])([O-])=O.[Ag+:30], predict the reaction product. The product is: [CH2:1]([CH:3]([CH2:16][CH2:17][CH2:18][CH3:19])[CH2:4][O:5][N:6]=[C:7]([C:8]([O-:10])=[O:9])[C:12]([O-:14])=[O:13])[CH3:2].[Ag+2:30]. (4) Given the reactants [NH2:1][C@H:2]([CH2:5][CH3:6])[CH2:3][OH:4].[CH:7](=O)[C:8]1[CH:13]=[CH:12][CH:11]=[CH:10][CH:9]=1.[BH4-].[Na+].[OH-].[Na+], predict the reaction product. The product is: [C:8]1([CH2:7][NH:1][C@H:2]([CH2:5][CH3:6])[CH2:3][OH:4])[CH:13]=[CH:12][CH:11]=[CH:10][CH:9]=1. (5) Given the reactants CS(Cl)(=O)=O.[CH2:6]([S:8]([C:11]1[CH:12]=[C:13]([C:17]2[CH:25]=[C:24]([CH2:26]O)[CH:23]=[C:22]3[C:18]=2[C:19]2[CH:31]=[C:30]([CH3:32])[CH:29]=[N:28][C:20]=2[NH:21]3)[CH:14]=[CH:15][CH:16]=1)(=[O:10])=[O:9])[CH3:7].[CH:33]([N:36](C(C)C)[CH2:37]C)(C)C.CNC, predict the reaction product. The product is: [CH2:6]([S:8]([C:11]1[CH:12]=[C:13]([C:17]2[CH:25]=[C:24]([CH2:26][N:36]([CH3:37])[CH3:33])[CH:23]=[C:22]3[C:18]=2[C:19]2[CH:31]=[C:30]([CH3:32])[CH:29]=[N:28][C:20]=2[NH:21]3)[CH:14]=[CH:15][CH:16]=1)(=[O:10])=[O:9])[CH3:7]. (6) Given the reactants [F:1][C:2]1[C:3]([OH:34])=[C:4]([C:8]2[N:13]([CH2:14][CH2:15][C:16]3[CH:21]=[CH:20][CH:19]=[CH:18][CH:17]=3)[C:12](=[O:22])[C:11]([C:23]3[CH:24]=[C:25]4[C:30](=[CH:31][CH:32]=3)[N:29]=[CH:28][CH:27]=[CH:26]4)=[C:10]([CH3:33])[N:9]=2)[CH:5]=[CH:6][CH:7]=1, predict the reaction product. The product is: [F:1][C:2]1[C:3]([OH:34])=[C:4]([C:8]2[N:13]([CH2:14][CH2:15][C:16]3[CH:17]=[CH:18][CH:19]=[CH:20][CH:21]=3)[C:12](=[O:22])[C:11]([C:23]3[CH:24]=[C:25]4[C:30](=[CH:31][CH:32]=3)[NH:29][CH2:28][CH2:27][CH2:26]4)=[C:10]([CH3:33])[N:9]=2)[CH:5]=[CH:6][CH:7]=1. (7) Given the reactants [Cl:1][C:2]1[CH:3]=[CH:4][C:5]([C:8]([OH:10])=[O:9])=[N:6][CH:7]=1.[CH3:11][C:12](OC(OC(O[C:12]([CH3:14])([CH3:13])[CH3:11])=O)=O)([CH3:14])[CH3:13], predict the reaction product. The product is: [C:12]([O:9][C:8]([C:5]1[CH:4]=[CH:3][C:2]([Cl:1])=[CH:7][N:6]=1)=[O:10])([CH3:14])([CH3:13])[CH3:11]. (8) The product is: [CH2:21]([N:11]1[C:12]2[C:7](=[C:6]([OH:35])[C:5]([C:3]([NH:36][CH2:37][CH2:38][C:39]([OH:41])=[O:40])=[O:4])=[N:14][C:13]=2[C:15]2[CH:20]=[CH:19][CH:18]=[CH:17][CH:16]=2)[CH:8]=[C:9]([C:29]2[CH:30]=[CH:31][CH:32]=[CH:33][CH:34]=2)[C:10]1=[O:28])[C:22]1[CH:27]=[CH:26][CH:25]=[CH:24][CH:23]=1. Given the reactants CO[C:3]([C:5]1[C:6]([OH:35])=[C:7]2[C:12](=[C:13]([C:15]3[CH:20]=[CH:19][CH:18]=[CH:17][CH:16]=3)[N:14]=1)[N:11]([CH2:21][C:22]1[CH:27]=[CH:26][CH:25]=[CH:24][CH:23]=1)[C:10](=[O:28])[C:9]([C:29]1[CH:34]=[CH:33][CH:32]=[CH:31][CH:30]=1)=[CH:8]2)=[O:4].[NH2:36][CH2:37][CH2:38][C:39]([OH:41])=[O:40].C[O-].[Na+], predict the reaction product. (9) Given the reactants [CH3:1][O:2][C:3]1[CH:10]=[CH:9][C:8]([N:11]2[C:15]([C:16]([F:19])([F:18])[F:17])=[N:14][N:13]=[N:12]2)=[CH:7][C:4]=1[CH:5]=O.Cl.Cl.[CH:22]([C@@H:35]1[N:40]2[CH2:41][CH2:42][N:43]([C:45]([O:47][CH2:48][C:49]3[CH:54]=[CH:53][CH:52]=[CH:51][CH:50]=3)=[O:46])[CH2:44][C@@H:39]2[CH2:38][NH:37][CH2:36]1)([C:29]1[CH:34]=[CH:33][CH:32]=[CH:31][CH:30]=1)[C:23]1[CH:28]=[CH:27][CH:26]=[CH:25][CH:24]=1.[Na].C(=O)([O-])O.[Na+], predict the reaction product. The product is: [CH:22]([C@@H:35]1[N:40]2[CH2:41][CH2:42][N:43]([C:45]([O:47][CH2:48][C:49]3[CH:54]=[CH:53][CH:52]=[CH:51][CH:50]=3)=[O:46])[CH2:44][C@@H:39]2[CH2:38][N:37]([CH2:5][C:4]2[CH:7]=[C:8]([N:11]3[C:15]([C:16]([F:19])([F:18])[F:17])=[N:14][N:13]=[N:12]3)[CH:9]=[CH:10][C:3]=2[O:2][CH3:1])[CH2:36]1)([C:29]1[CH:30]=[CH:31][CH:32]=[CH:33][CH:34]=1)[C:23]1[CH:28]=[CH:27][CH:26]=[CH:25][CH:24]=1.